This data is from Full USPTO retrosynthesis dataset with 1.9M reactions from patents (1976-2016). The task is: Predict the reactants needed to synthesize the given product. (1) Given the product [Cl:1][C:2]1[C:6]([S:7]([C:10]([CH:13]2[CH2:18][CH2:17][NH:16][CH2:15][CH2:14]2)([F:12])[CH3:11])(=[O:8])=[O:9])=[CH:5][N:4]([CH3:19])[N:3]=1, predict the reactants needed to synthesize it. The reactants are: [Cl:1][C:2]1[C:6]([S:7]([C:10]([C:13]2[CH:18]=[CH:17][N:16]=[CH:15][CH:14]=2)([F:12])[CH3:11])(=[O:9])=[O:8])=[CH:5][N:4]([CH3:19])[N:3]=1. (2) Given the product [CH3:1][O:2][C:3]1[CH:8]=[CH:7][CH:6]=[CH:5][C:4]=1[CH:11]([CH3:12])[C:10]([C:14]1[CH:19]=[CH:18][CH:17]=[CH:16][CH:15]=1)=[O:13], predict the reactants needed to synthesize it. The reactants are: [CH3:1][O:2][C:3]1[CH:8]=[CH:7][CH:6]=[CH:5][C:4]=1Cl.[C:10]([C:14]1[CH:19]=[CH:18][CH:17]=[CH:16][CH:15]=1)(=[O:13])[CH2:11][CH3:12].C(O[Na])(C)(C)C. (3) The reactants are: [CH2:1]([CH:8]1[CH2:13][CH2:12][N:11]([C:14]([C:16]2[NH:17][C:18]3[C:23]([CH:24]=2)=[CH:22][CH:21]=[C:20]([OH:25])[CH:19]=3)=[O:15])[CH2:10][CH2:9]1)[C:2]1[CH:7]=[CH:6][CH:5]=[CH:4][CH:3]=1.[CH2:26]([NH2:30])[CH2:27][CH2:28][CH3:29].COCCOC. Given the product [CH2:1]([CH:8]1[CH2:9][CH2:10][N:11]([C:14]([C:16]2[NH:17][C:18]3[C:19]4[N:30]=[C:26]([CH2:27][CH2:28][CH3:29])[O:25][C:20]=4[CH:21]=[CH:22][C:23]=3[CH:24]=2)=[O:15])[CH2:12][CH2:13]1)[C:2]1[CH:7]=[CH:6][CH:5]=[CH:4][CH:3]=1, predict the reactants needed to synthesize it.